Dataset: CYP2C19 inhibition data for predicting drug metabolism from PubChem BioAssay. Task: Regression/Classification. Given a drug SMILES string, predict its absorption, distribution, metabolism, or excretion properties. Task type varies by dataset: regression for continuous measurements (e.g., permeability, clearance, half-life) or binary classification for categorical outcomes (e.g., BBB penetration, CYP inhibition). Dataset: cyp2c19_veith. (1) The drug is CN(Cc1ccco1)c1cc(-c2ccccc2Cl)ncn1. The result is 1 (inhibitor). (2) The molecule is CC(=O)O[C@H]1CC[C@@]2(C)[C@@H](CC[C@H]3[C@H]2CC(=O)[C@@]2(C)[C@@H]3C[C@H]3CC(C)=CC(=O)[C@H]32)C1. The result is 0 (non-inhibitor). (3) The drug is CO[C@@H]1COC(=O)C/C=C\[C@@H](C)[C@H](OC)COC(=O)C/C=C\[C@H]1C. The result is 1 (inhibitor). (4) The compound is COc1ccccc1-n1c(O)c(C=NCCN2CCNCC2)c(=O)[nH]c1=O. The result is 0 (non-inhibitor).